This data is from Forward reaction prediction with 1.9M reactions from USPTO patents (1976-2016). The task is: Predict the product of the given reaction. (1) Given the reactants CC1[N:3]([C:8]2[CH:17]=[C:11]3[CH:12]([CH3:16])[O:13][CH2:14][CH2:15][N:10]3[N:9]=2)C(C)=CC=1.Cl.NO, predict the reaction product. The product is: [CH3:16][CH:12]1[C:11]2=[CH:17][C:8]([NH2:3])=[N:9][N:10]2[CH2:15][CH2:14][O:13]1. (2) Given the reactants [F:1][C:2]([F:13])([S:9]([O-:12])(=[O:11])=[O:10])[CH:3]([OH:8])[C:4]([F:7])([F:6])[F:5].[C:14]1([S+:20]([C:27]2[CH:32]=[CH:31][CH:30]=[CH:29][CH:28]=2)[C:21]2[CH:26]=[CH:25][CH:24]=[CH:23][CH:22]=2)[CH:19]=[CH:18][CH:17]=[CH:16][CH:15]=1.C(N(CC)CC)C.[C:40](O[C:40](=[O:44])[C:41]([CH3:43])=[CH2:42])(=[O:44])[C:41]([CH3:43])=[CH2:42].Cl, predict the reaction product. The product is: [F:13][C:2]([F:1])([S:9]([O-:12])(=[O:10])=[O:11])[CH:3]([O:8][C:40](=[O:44])[C:41]([CH3:43])=[CH2:42])[C:4]([F:6])([F:5])[F:7].[C:27]1([S+:20]([C:14]2[CH:15]=[CH:16][CH:17]=[CH:18][CH:19]=2)[C:21]2[CH:26]=[CH:25][CH:24]=[CH:23][CH:22]=2)[CH:28]=[CH:29][CH:30]=[CH:31][CH:32]=1.